Dataset: Full USPTO retrosynthesis dataset with 1.9M reactions from patents (1976-2016). Task: Predict the reactants needed to synthesize the given product. (1) Given the product [CH2:29]([O:28][C:20]1[CH:21]=[C:22]([CH:26]=[CH:27][C:19]=1[NH:18][C:2]1[N:12]=[C:11]2[C:5]([N:6]([CH3:17])[C:7](=[O:16])[CH2:8][CH2:9][N:10]2[CH:13]([CH3:15])[CH3:14])=[CH:4][N:3]=1)[C:23]([OH:25])=[O:24])[CH3:30], predict the reactants needed to synthesize it. The reactants are: Cl[C:2]1[N:12]=[C:11]2[C:5]([N:6]([CH3:17])[C:7](=[O:16])[CH2:8][CH2:9][N:10]2[CH:13]([CH3:15])[CH3:14])=[CH:4][N:3]=1.[NH2:18][C:19]1[CH:27]=[CH:26][C:22]([C:23]([OH:25])=[O:24])=[CH:21][C:20]=1[O:28][CH2:29][CH3:30].O.C1(C)C=CC(S(O)(=O)=O)=CC=1. (2) Given the product [O:25]1[CH2:26][CH2:27][CH:22]([NH:21][C:17]2[N:16]=[C:15]([C:13]3[CH:12]=[CH:11][NH:10][C:9](=[O:8])[CH:14]=3)[CH:20]=[CH:19][N:18]=2)[CH2:23][CH2:24]1, predict the reactants needed to synthesize it. The reactants are: C(O)(C(F)(F)F)=O.[O:8]=[C:9]1[CH:14]=[C:13]([C:15]2[CH:20]=[CH:19][N:18]=[C:17]([NH:21][CH:22]3[CH2:27][CH2:26][O:25][CH2:24][CH2:23]3)[N:16]=2)[CH:12]=[CH:11][N:10]1CC1C=C2C(C=CN2C(OC(C)(C)C)=O)=CC=1.C([O-])(O)=O.[Na+].CC#N. (3) Given the product [F:1][C:2]1[CH:13]=[CH:12][C:5]([CH2:6][N:7]2[CH2:11][CH:10]3[O:15][C:9]3=[CH:8]2)=[CH:4][CH:3]=1, predict the reactants needed to synthesize it. The reactants are: [F:1][C:2]1[CH:13]=[CH:12][C:5]([CH2:6][N:7]2[CH2:11][CH:10]=[CH:9][CH2:8]2)=[CH:4][CH:3]=1.O.[OH:15]S(O)(=O)=O.ClC1C=C(C=CC=1)C(OO)=O. (4) Given the product [C:5]([C:7]1[C:20]2[C:15]([CH:14]=[C:13]3[C:8]=1[C:9]([C:22]1[S:26][C:25]([C:27]4[S:28][C:29]([C:9]5[C:8]6[C:13](=[CH:14][C:15]7[C:20]([C:7]=6[C:1]#[CH:3])=[CH:19][CH:18]=[CH:17][CH:16]=7)[CH:12]=[CH:11][CH:10]=5)=[CH:30][CH:31]=4)=[CH:24][CH:23]=1)=[CH:10][CH:11]=[CH:12]3)=[CH:16][CH:17]=[CH:18][CH:19]=2)#[CH:6], predict the reactants needed to synthesize it. The reactants are: [CH2:1]([CH2:3]N)O.[C:5]([C:7]1[C:8]2[C:13]([CH:14]=[C:15]3[C:20]=1[CH:19]=[CH:18][CH:17]=[CH:16]3)=[CH:12][CH:11]=[CH:10][CH:9]=2)#[CH:6].I[C:22]1[S:26][C:25]([C:27]2[S:28][C:29](I)=[CH:30][CH:31]=2)=[CH:24][CH:23]=1. (5) The reactants are: O[C:2]1[C:11]2[C:6](=[CH:7][C:8]([C:12]3[CH:13]=[C:14]([CH:19]=[CH:20][C:21]=3[CH3:22])[C:15]([O:17][CH3:18])=[O:16])=[CH:9][CH:10]=2)[CH:5]=[N:4][N:3]=1.P(Cl)(Cl)([Cl:25])=O. Given the product [Cl:25][C:2]1[C:11]2[C:6](=[CH:7][C:8]([C:12]3[CH:13]=[C:14]([CH:19]=[CH:20][C:21]=3[CH3:22])[C:15]([O:17][CH3:18])=[O:16])=[CH:9][CH:10]=2)[CH:5]=[N:4][N:3]=1, predict the reactants needed to synthesize it. (6) Given the product [NH:1]1[CH:5]=[CH:4][N:3]=[C:2]1[CH2:6][N:7]([CH2:14][C:15]1[CH:33]=[CH:32][C:18]([CH2:19][N:20]([CH3:36])[CH2:21][CH2:22][CH2:23][CH2:24][N:25]([CH2:26][CH2:27][CH3:28])[CH2:29][CH2:30][CH3:31])=[CH:17][CH:16]=1)[CH2:8][C:9]1[NH:13][CH:12]=[CH:11][N:10]=1, predict the reactants needed to synthesize it. The reactants are: [NH:1]1[CH:5]=[CH:4][N:3]=[C:2]1[CH2:6][N:7]([CH2:14][C:15]1[CH:33]=[CH:32][C:18]([CH2:19][NH:20][CH2:21][CH2:22][CH2:23][CH2:24][N:25]([CH2:29][CH2:30][CH3:31])[CH2:26][CH2:27][CH3:28])=[CH:17][CH:16]=1)[CH2:8][C:9]1[NH:10][CH:11]=[CH:12][N:13]=1.C=O.[C:36]([BH3-])#N.[Na+].[OH-].[Na+]. (7) Given the product [ClH:19].[CH3:15][O:14][C@H:12]1[CH2:13][C@H:8]([NH2:7])[CH2:9][C:10]([CH3:17])([CH3:16])[CH2:11]1, predict the reactants needed to synthesize it. The reactants are: C(OC(=O)[NH:7][C@H:8]1[CH2:13][C@H:12]([O:14][CH3:15])[CH2:11][C:10]([CH3:17])([CH3:16])[CH2:9]1)(C)(C)C.[ClH:19]. (8) Given the product [CH3:19][CH2:20][N:21]([CH:25]([CH3:27])[CH3:26])[CH:22]([CH3:24])[CH3:23].[ClH:1].[N:11]1([C:16]([NH2:18])=[NH:17])[CH:15]=[CH:14][CH:13]=[N:12]1.[Cl:1][C:2]1[CH:3]=[C:4]([CH2:8][NH2:9])[CH:5]=[CH:6][CH:7]=1.[Cl-:10].[Cl:1][C:2]1[CH:3]=[C:4]([CH:5]=[CH:6][CH:7]=1)[CH2:8][NH:9][C:16]([NH2:17])=[NH2+:11], predict the reactants needed to synthesize it. The reactants are: [Cl:1][C:2]1[CH:3]=[C:4]([CH2:8][NH2:9])[CH:5]=[CH:6][CH:7]=1.[ClH:10].[N:11]1([C:16]([NH2:18])=[NH:17])[CH:15]=[CH:14][CH:13]=[N:12]1.[CH3:19][CH2:20][N:21]([CH:25]([CH3:27])[CH3:26])[CH:22]([CH3:24])[CH3:23]. (9) Given the product [O:13]1[CH:17]=[CH:16][CH:15]=[C:14]1[C:2]1[CH:7]=[C:6]([O:8][CH3:9])[C:5]([OH:10])=[C:4]([O:11][CH3:12])[CH:3]=1, predict the reactants needed to synthesize it. The reactants are: Br[C:2]1[CH:7]=[C:6]([O:8][CH3:9])[C:5]([OH:10])=[C:4]([O:11][CH3:12])[CH:3]=1.[O:13]1[CH:17]=[CH:16][CH:15]=[C:14]1B(O)O.